Dataset: Catalyst prediction with 721,799 reactions and 888 catalyst types from USPTO. Task: Predict which catalyst facilitates the given reaction. (1) Reactant: [C:1](Cl)(=[O:3])[CH3:2].[F:5][C:6]1[C:7]([C:24]2[CH:29]=[CH:28][C:27]([F:30])=[CH:26][C:25]=2[O:31][CH3:32])=[CH:8][C:9]([NH:12][C:13]2[CH:18]=[C:17]([CH2:19][S:20]([CH3:23])(=[NH:22])=[O:21])[CH:16]=[CH:15][N:14]=2)=[N:10][CH:11]=1.C(N(CC)CC)C. Product: [F:5][C:6]1[C:7]([C:24]2[CH:29]=[CH:28][C:27]([F:30])=[CH:26][C:25]=2[O:31][CH3:32])=[CH:8][C:9]([NH:12][C:13]2[CH:18]=[C:17]([CH2:19][S:20]([CH3:23])(=[O:21])=[N:22][C:1](=[O:3])[CH3:2])[CH:16]=[CH:15][N:14]=2)=[N:10][CH:11]=1. The catalyst class is: 2. (2) Reactant: [CH3:1][C@@H:2]1[CH2:7][N:6]([C:8](=[O:25])[C:9]2[CH:14]=[CH:13][C:12]([C:15]3[CH:24]=[CH:23][C:18]4[N:19]([CH3:22])[CH:20]=[N:21][C:17]=4[CH:16]=3)=[CH:11][CH:10]=2)[CH2:5][CH2:4][N:3]1C(OC(C)(C)C)=O.[ClH:33]. Product: [ClH:33].[CH3:22][N:19]1[C:18]2[CH:23]=[CH:24][C:15]([C:12]3[CH:11]=[CH:10][C:9]([C:8]([N:6]4[CH2:5][CH2:4][NH:3][C@H:2]([CH3:1])[CH2:7]4)=[O:25])=[CH:14][CH:13]=3)=[CH:16][C:17]=2[N:21]=[CH:20]1. The catalyst class is: 4. (3) Reactant: [CH2:1]([O:8][C:9]([NH:11][C@@H:12]1[CH2:18][C@H:17]2[C@H:15]([O:16]2)[CH2:14][C@@H:13]1[C:19]([O:21][CH3:22])=[O:20])=[O:10])[C:2]1[CH:7]=[CH:6][CH:5]=[CH:4][CH:3]=1.[BH4-].[Na+]. Product: [CH2:1]([O:8][C:9]([NH:11][C@@H:12]1[CH2:18][C@H:17]([OH:16])[CH2:15][CH2:14][C@@H:13]1[C:19]([O:21][CH3:22])=[O:20])=[O:10])[C:2]1[CH:7]=[CH:6][CH:5]=[CH:4][CH:3]=1. The catalyst class is: 8. (4) Reactant: [CH:1]([C:4]1[CH:5]=[C:6]([CH:19]=[CH:20][CH:21]=1)[O:7][C:8]1[C:13]([CH3:14])=[CH:12][C:11]([N+:15]([O-])=O)=[C:10]([Cl:18])[CH:9]=1)([CH3:3])[CH3:2].O.O.[Sn](Cl)Cl.C([O-])(O)=O.[Na+]. Product: [CH:1]([C:4]1[CH:5]=[C:6]([CH:19]=[CH:20][CH:21]=1)[O:7][C:8]1[C:13]([CH3:14])=[CH:12][C:11]([NH2:15])=[C:10]([Cl:18])[CH:9]=1)([CH3:3])[CH3:2]. The catalyst class is: 393.